Dataset: Full USPTO retrosynthesis dataset with 1.9M reactions from patents (1976-2016). Task: Predict the reactants needed to synthesize the given product. (1) Given the product [ClH:1].[Cl:1][C:2]1[CH:3]=[CH:4][C:5]2[CH:9]=[C:8]([S:10]([N:13]3[CH2:14][CH2:15][N:16]([C:19]([C:21]4[S:22][C:23]5[CH2:24][NH:25][CH:26]([C:32]6[CH:37]=[CH:36][N:35]=[CH:34][CH:33]=6)[CH2:27][C:28]=5[N:29]=4)=[O:20])[CH2:17][CH2:18]3)(=[O:11])=[O:12])[S:7][C:6]=2[CH:30]=1, predict the reactants needed to synthesize it. The reactants are: [Cl:1][C:2]1[CH:3]=[CH:4][C:5]2[CH:9]=[C:8]([S:10]([N:13]3[CH2:18][CH2:17][N:16]([C:19]([C:21]4[S:22][C:23]5[CH2:24][NH:25][CH2:26][CH2:27][C:28]=5[N:29]=4)=[O:20])[CH2:15][CH2:14]3)(=[O:12])=[O:11])[S:7][C:6]=2[CH:30]=1.Br[C:32]1[CH:37]=[CH:36][N:35]=[CH:34][CH:33]=1.C(N(CC)CC)C.C(=O)(O)[O-].[Na+]. (2) Given the product [Cl:1][C:2]1[N:3]=[C:4]2[CH:12]=[C:11]([Cl:13])[CH:10]=[N:9][C:5]2=[N:6][C:7]=1[N:14]1[CH2:17][CH:16]([NH:18][C:19](=[O:25])[O:20][C:21]([CH3:23])([CH3:22])[CH3:24])[CH2:15]1, predict the reactants needed to synthesize it. The reactants are: [Cl:1][C:2]1[N:3]=[C:4]2[CH:12]=[C:11]([Cl:13])[CH:10]=[N:9][C:5]2=[N:6][C:7]=1Cl.[NH:14]1[CH2:17][CH:16]([NH:18][C:19](=[O:25])[O:20][C:21]([CH3:24])([CH3:23])[CH3:22])[CH2:15]1.[NH4+].[Cl-]. (3) Given the product [N:52]1([CH2:1][C:3]2[N:8]=[CH:7][C:6]([NH:9][C:10]3[N:15]=[C:14]([C:16]4[CH:17]=[CH:18][C:19]([O:24][CH:25]5[CH2:30][CH2:29][O:28][CH2:27][CH2:26]5)=[C:20]([CH:23]=4)[C:21]#[N:22])[CH:13]=[CH:12][N:11]=3)=[CH:5][CH:4]=2)[CH2:49][CH2:50][CH2:51]1, predict the reactants needed to synthesize it. The reactants are: [CH:1]([C:3]1[N:8]=[CH:7][C:6]([NH:9][C:10]2[N:15]=[C:14]([C:16]3[CH:17]=[CH:18][C:19]([O:24][CH:25]4[CH2:30][CH2:29][O:28][CH2:27][CH2:26]4)=[C:20]([CH:23]=3)[C:21]#[N:22])[CH:13]=[CH:12][N:11]=2)=[CH:5][CH:4]=1)=O.OCC1N=CC(NC2N=C(C3C=C[C:49](OC4CCOCC4)=[C:50](C=3)[C:51]#[N:52])C=CN=2)=CC=1. (4) Given the product [SH:27][C:26]1[N:18]=[C:16]([OH:17])[C:3]2[N:4]=[CH:5][N:6]([C:2]=2[N:1]=1)[C@@H:7]1[O:13][C@H:12]([CH2:14][OH:15])[C@@H:10]([OH:11])[C@H:8]1[OH:9], predict the reactants needed to synthesize it. The reactants are: [NH2:1][C:2]1[N:6]([C@@H:7]2[O:13][C@H:12]([CH2:14][OH:15])[C@@H:10]([OH:11])[C@H:8]2[OH:9])[CH:5]=[N:4][C:3]=1[C:16]([NH2:18])=[O:17].C1(N=[C:26]=[S:27])C=CC=CC=1.